This data is from Reaction yield outcomes from USPTO patents with 853,638 reactions. The task is: Predict the reaction yield, written as a fraction of the theoretical maximum amount of product (1.0 means a 100% yield; for example, 0.34 means a 34% yield). (1) The reactants are Br[C:2]1[CH:3]=[C:4]([C:11]2[N:16]=[C:15]([C:17]([O:19][CH2:20][CH3:21])=[O:18])[CH:14]=[CH:13][CH:12]=2)[C:5]2[O:9][CH2:8][CH2:7][C:6]=2[CH:10]=1.[C:22]([C@:24]1([OH:31])[CH2:28][CH2:27][N:26]([CH3:29])[C:25]1=[O:30])#[CH:23]. No catalyst specified. The product is [OH:31][C@@:24]1([C:22]#[C:23][C:2]2[CH:3]=[C:4]([C:11]3[N:16]=[C:15]([C:17]([O:19][CH2:20][CH3:21])=[O:18])[CH:14]=[CH:13][CH:12]=3)[C:5]3[O:9][CH2:8][CH2:7][C:6]=3[CH:10]=2)[CH2:28][CH2:27][N:26]([CH3:29])[C:25]1=[O:30]. The yield is 0.860. (2) The reactants are Cl[C:2]1[C:11]2[C:6](=[CH:7][CH:8]=[CH:9][CH:10]=2)[CH:5]=[CH:4][N:3]=1.[CH3:12][O:13][C:14]1[CH:19]=[CH:18][C:17]([NH:20][CH3:21])=[CH:16][CH:15]=1. No catalyst specified. The product is [C:2]1([N:20]([C:17]2[CH:18]=[CH:19][C:14]([O:13][CH3:12])=[CH:15][CH:16]=2)[CH3:21])[C:11]2[C:6](=[CH:7][CH:8]=[CH:9][CH:10]=2)[CH:5]=[CH:4][N:3]=1. The yield is 0.570. (3) The reactants are C(Cl)(=O)C(Cl)=O.CS(C)=O.[F:11][C:12]([F:50])([CH2:46][CH2:47][CH2:48][CH3:49])[CH:13]([OH:45])[CH2:14][CH2:15][C@H:16]1[C@H:20]([O:21][CH:22]2[CH2:27][CH2:26][CH2:25][CH2:24][O:23]2)[CH2:19][C@H:18]([OH:28])[C@@H:17]1[CH2:29][CH2:30][CH2:31][CH2:32][CH2:33][CH2:34][C:35]([O:37][CH2:38][C:39]1[CH:44]=[CH:43][CH:42]=[CH:41][CH:40]=1)=[O:36].C(N(CC)CC)C.O.[NH4+]. The catalyst is ClCCl. The product is [F:50][C:12]([F:11])([CH2:46][CH2:47][CH2:48][CH3:49])[C:13](=[O:45])[CH2:14][CH2:15][C@H:16]1[C@H:20]([O:21][CH:22]2[CH2:27][CH2:26][CH2:25][CH2:24][O:23]2)[CH2:19][C:18](=[O:28])[C@@H:17]1[CH2:29][CH2:30][CH2:31][CH2:32][CH2:33][CH2:34][C:35]([O:37][CH2:38][C:39]1[CH:40]=[CH:41][CH:42]=[CH:43][CH:44]=1)=[O:36]. The yield is 0.968. (4) The reactants are [I:1][C:2]1[CH:3]=[CH:4][C:5]([OH:8])=[N:6][CH:7]=1.[CH3:9][C:10]([O-])(C)[CH3:11].[K+].C([O-])([O-])=O.[K+].[K+].IC(C)C. The catalyst is COCCOC.O. The product is [I:1][C:2]1[CH:3]=[CH:4][C:5](=[O:8])[N:6]([CH:10]([CH3:11])[CH3:9])[CH:7]=1. The yield is 0.670.